From a dataset of Forward reaction prediction with 1.9M reactions from USPTO patents (1976-2016). Predict the product of the given reaction. (1) Given the reactants [NH2:1][C:2]1[CH:11]=[CH:10][C:5]([C:6]([O:8][CH3:9])=[O:7])=[CH:4][C:3]=1[NH:12][CH2:13][C:14]([OH:17])([CH3:16])[CH3:15].[Br:18]Br, predict the reaction product. The product is: [NH2:1][C:2]1[C:3]([NH:12][CH2:13][C:14]([OH:17])([CH3:15])[CH3:16])=[CH:4][C:5]([C:6]([O:8][CH3:9])=[O:7])=[CH:10][C:11]=1[Br:18]. (2) Given the reactants [CH3:1][O:2][C:3]1[CH:40]=[CH:39][C:6]([CH2:7][N:8]([CH2:30][C:31]2[CH:36]=[CH:35][C:34]([O:37][CH3:38])=[CH:33][CH:32]=2)[C:9]2[N:14]=[CH:13][C:12]([C:15]3[C:16]4[CH2:29][CH2:28][NH:27][C:17]=4[N:18]=[C:19]([N:21]4[CH2:26][CH2:25][O:24][CH2:23][CH2:22]4)[N:20]=3)=[CH:11][N:10]=2)=[CH:5][CH:4]=1.Br[C:42]1[CH:43]=[C:44]([CH2:48][C:49]([N:51]2[CH2:56][CH2:55][N:54]([CH2:57][CH3:58])[CH2:53][CH2:52]2)=[O:50])[CH:45]=[CH:46][CH:47]=1, predict the reaction product. The product is: [CH3:38][O:37][C:34]1[CH:33]=[CH:32][C:31]([CH2:30][N:8]([CH2:7][C:6]2[CH:5]=[CH:4][C:3]([O:2][CH3:1])=[CH:40][CH:39]=2)[C:9]2[N:10]=[CH:11][C:12]([C:15]3[C:16]4[CH2:29][CH2:28][N:27]([C:42]5[CH:43]=[C:44]([CH2:48][C:49]([N:51]6[CH2:52][CH2:53][N:54]([CH2:57][CH3:58])[CH2:55][CH2:56]6)=[O:50])[CH:45]=[CH:46][CH:47]=5)[C:17]=4[N:18]=[C:19]([N:21]4[CH2:26][CH2:25][O:24][CH2:23][CH2:22]4)[N:20]=3)=[CH:13][N:14]=2)=[CH:36][CH:35]=1.